This data is from hERG potassium channel inhibition data for cardiac toxicity prediction from Karim et al.. The task is: Regression/Classification. Given a drug SMILES string, predict its toxicity properties. Task type varies by dataset: regression for continuous values (e.g., LD50, hERG inhibition percentage) or binary classification for toxic/non-toxic outcomes (e.g., AMES mutagenicity, cardiotoxicity, hepatotoxicity). Dataset: herg_karim. (1) The result is 1 (blocker). The compound is Cc1cnc(-c2nnc(CCCCN3CC4C[C@]4(c4ccc(C(F)(F)F)cc4)C3)n2C)cn1. (2) The molecule is O=C(O)c1ccc(-n2nc(-c3ccccc3O)nc2-c2ccccc2O)cc1. The result is 0 (non-blocker). (3) The drug is N#Cc1ccc(N2CCN(Cc3cc(C(=O)O)c(=O)n4ccccc34)CC2)cc1. The result is 1 (blocker). (4) The molecule is N#Cc1cc(CNN2CCC2)cnc1-c1ccc(C(=O)Nc2ccccc2N)cc1. The result is 0 (non-blocker). (5) The result is 0 (non-blocker). The drug is Cc1nc(NCC(=O)NC2CN(C3CCC(O)(c4cncs4)CC3)C2)c2cc(C(F)(F)F)ccc2n1.